From a dataset of Full USPTO retrosynthesis dataset with 1.9M reactions from patents (1976-2016). Predict the reactants needed to synthesize the given product. Given the product [CH:6]([C:5]1[CH:8]=[CH:9][C:2]([C:15]2[CH:16]=[CH:17][C:12]([O:11][CH3:10])=[CH:13][CH:14]=2)=[CH:3][CH:4]=1)=[O:7], predict the reactants needed to synthesize it. The reactants are: Cl[C:2]1[CH:9]=[CH:8][C:5]([CH:6]=[O:7])=[CH:4][CH:3]=1.[CH3:10][O:11][C:12]1[CH:17]=[CH:16][C:15](B(O)O)=[CH:14][CH:13]=1.[F-].[K+].